Dataset: Forward reaction prediction with 1.9M reactions from USPTO patents (1976-2016). Task: Predict the product of the given reaction. (1) Given the reactants [CH3:1][C@@H:2]1[O:7][C@H:6]([CH3:8])[CH2:5][N:4]([C:9]2[CH:16]=[C:15]([F:17])[C:14]([C:18]#[C:19][Si](C)(C)C)=[CH:13][C:10]=2[CH:11]=[O:12])[CH2:3]1.Br[C:25]1[S:26][C:27]2[CH:33]=[CH:32][CH:31]=[CH:30][C:28]=2[N:29]=1, predict the reaction product. The product is: [S:26]1[C:27]2[CH:33]=[CH:32][CH:31]=[CH:30][C:28]=2[N:29]=[C:25]1[C:19]#[C:18][C:14]1[C:15]([F:17])=[CH:16][C:9]([N:4]2[CH2:3][C@H:2]([CH3:1])[O:7][C@H:6]([CH3:8])[CH2:5]2)=[C:10]([CH:13]=1)[CH:11]=[O:12]. (2) Given the reactants [NH2:1][C:2]1[CH:6]=[C:5]([C:7]2[CH:12]=[CH:11][CH:10]=[CH:9][CH:8]=2)[S:4][C:3]=1[C:13]([NH2:15])=[O:14].C[Si]([N:20]=[C:21]=[O:22])(C)C.ClCCl, predict the reaction product. The product is: [NH2:20][C:21]([NH:1][C:2]1[CH:6]=[C:5]([C:7]2[CH:12]=[CH:11][CH:10]=[CH:9][CH:8]=2)[S:4][C:3]=1[C:13]([NH2:15])=[O:14])=[O:22].